Dataset: Forward reaction prediction with 1.9M reactions from USPTO patents (1976-2016). Task: Predict the product of the given reaction. (1) Given the reactants [CH2:1]([C:3]1[CH:8]=[CH:7][C:6]([C:9]2[C:10]([CH2:14][OH:15])=[CH:11][S:12][CH:13]=2)=[CH:5][CH:4]=1)[CH3:2].O[C:17]1[CH:22]=[CH:21][C:20]([CH2:23][CH2:24][C:25]([O:27]CC)=[O:26])=[C:19]([F:30])[C:18]=1[F:31].C(C1C=CC(C2C=C(C(F)(F)F)SC=2COC2C=CC(CCC(OCC)=O)=C(F)C=2F)=CC=1)C, predict the reaction product. The product is: [CH2:1]([C:3]1[CH:4]=[CH:5][C:6]([C:9]2[C:10]([CH2:14][O:15][C:17]3[CH:22]=[CH:21][C:20]([CH2:23][CH2:24][C:25]([OH:27])=[O:26])=[C:19]([F:30])[C:18]=3[F:31])=[CH:11][S:12][CH:13]=2)=[CH:7][CH:8]=1)[CH3:2]. (2) Given the reactants [Br:1][C:2]1[CH:11]=[C:10]2[C:5]([CH:6]([NH:14][C:15](=O)OC(C)(C)C)[CH2:7][C:8]([CH3:13])([CH3:12])[O:9]2)=[CH:4][C:3]=1[CH3:22].O(C(OC(C)(C)C)=O)[C:24](OC(C)(C)C)=O.C(N(CC)CC)C.O, predict the reaction product. The product is: [Br:1][C:2]1[CH:11]=[C:10]2[C:5]([CH:6]([N:14]([CH3:15])[CH3:24])[CH2:7][C:8]([CH3:12])([CH3:13])[O:9]2)=[CH:4][C:3]=1[CH3:22]. (3) Given the reactants [SH:1][C:2]1[CH:11]=[C:10]2[C:5]([C:6]([CH3:13])=[CH:7][C:8](=[O:12])[O:9]2)=[CH:4][CH:3]=1.[CH3:14][O:15][C:16]1[CH:21]=[CH:20][C:19]([C:22]2[CH:27]=[CH:26][C:25]([S:28]([NH:31][CH:32]([CH2:37][CH:38]3[O:40][CH2:39]3)[C:33]([O:35]C)=[O:34])(=[O:30])=[O:29])=[CH:24][CH:23]=2)=[CH:18][CH:17]=1, predict the reaction product. The product is: [CH3:14][O:15][C:16]1[CH:17]=[CH:18][C:19]([C:22]2[CH:23]=[CH:24][C:25]([S:28]([NH:31][CH:32]([CH2:37][CH:38]([OH:40])[CH2:39][S:1][C:2]3[CH:11]=[C:10]4[C:5]([C:6]([CH3:13])=[CH:7][C:8](=[O:12])[O:9]4)=[CH:4][CH:3]=3)[C:33]([OH:35])=[O:34])(=[O:29])=[O:30])=[CH:26][CH:27]=2)=[CH:20][CH:21]=1. (4) Given the reactants [CH2:1]([NH:8][CH:9]([C:14]1[CH:19]=[CH:18][CH:17]=[CH:16][CH:15]=1)[C:10]([O:12]C)=[O:11])[C:2]1[CH:7]=[CH:6][CH:5]=[CH:4][CH:3]=1, predict the reaction product. The product is: [CH2:1]([NH:8][CH:9]([C:14]1[CH:19]=[CH:18][CH:17]=[CH:16][CH:15]=1)[C:10]([OH:12])=[O:11])[C:2]1[CH:3]=[CH:4][CH:5]=[CH:6][CH:7]=1. (5) Given the reactants Br[C:2]1[CH:3]=[C:4]([CH:8]2[CH2:17][C:16]([CH3:19])([CH3:18])[C:15]3[C:10](=[CH:11][CH:12]=[C:13]([S:20]([N:23]4[CH2:28][CH2:27][O:26][CH2:25][CH2:24]4)(=[O:22])=[O:21])[CH:14]=3)[NH:9]2)[CH:5]=[CH:6][CH:7]=1.[NH:29]1[CH2:34][CH2:33][NH:32][CH2:31][CH2:30]1.Cl.CN(C)CC(O)=O.C(=O)([O-])[O-].[K+].[K+], predict the reaction product. The product is: [CH3:18][C:16]1([CH3:19])[C:15]2[C:10](=[CH:11][CH:12]=[C:13]([S:20]([N:23]3[CH2:28][CH2:27][O:26][CH2:25][CH2:24]3)(=[O:22])=[O:21])[CH:14]=2)[NH:9][CH:8]([C:4]2[CH:5]=[CH:6][CH:7]=[C:2]([N:29]3[CH2:34][CH2:33][NH:32][CH2:31][CH2:30]3)[CH:3]=2)[CH2:17]1. (6) Given the reactants [N:1]1C=CC=CC=1C1N=NN(C2C=CC(NC3C4N(C=CN=4)C(C4C=CC(C(N)=O)=CC=4)=CN=3)=CC=2)C=1.[CH3:37][N:38]([CH3:54])[CH2:39][C:40]1[N:41]=[N:42][N:43]([C:45]2[CH:50]=[CH:49][C:48]([N+:51]([O-])=O)=[CH:47][CH:46]=2)[CH:44]=1.[Sn](Cl)Cl, predict the reaction product. The product is: [NH3:1].[CH3:54][N:38]([CH2:39][C:40]1[N:41]=[N:42][N:43]([C:45]2[CH:46]=[CH:47][C:48]([NH2:51])=[CH:49][CH:50]=2)[CH:44]=1)[CH3:37]. (7) Given the reactants [S:1]1[C:5]2[CH:6]=[CH:7][CH:8]=[CH:9][C:4]=2[N:3]=[C:2]1[CH:10]([CH2:17][C:18]1[CH:23]=[CH:22][C:21]([O:24][CH2:25][CH2:26][C:27]2[CH:32]=[CH:31][CH:30]=[C:29]([NH:33][CH3:34])[N:28]=2)=[CH:20][CH:19]=1)[CH2:11][C:12]([O:14]CC)=[O:13].CNC1N=C(CCOC2C=CC(CC(C3SC=CN=3)CC(OCC)=O)=CC=2)C=CC=1, predict the reaction product. The product is: [S:1]1[C:5]2[CH:6]=[CH:7][CH:8]=[CH:9][C:4]=2[N:3]=[C:2]1[CH:10]([CH2:17][C:18]1[CH:23]=[CH:22][C:21]([O:24][CH2:25][CH2:26][C:27]2[CH:32]=[CH:31][CH:30]=[C:29]([NH:33][CH3:34])[N:28]=2)=[CH:20][CH:19]=1)[CH2:11][C:12]([OH:14])=[O:13].